This data is from Full USPTO retrosynthesis dataset with 1.9M reactions from patents (1976-2016). The task is: Predict the reactants needed to synthesize the given product. (1) Given the product [OH:19][CH2:18][CH2:17][CH2:16][CH2:15][NH:14][C:1]([C:3]1[CH:8]=[C:7]([C:9]([O:11][CH2:12][CH3:13])=[O:10])[CH:6]=[CH:5][N:4]=1)=[O:2], predict the reactants needed to synthesize it. The reactants are: [CH:1]([C:3]1[CH:8]=[C:7]([C:9]([O:11][CH2:12][CH3:13])=[O:10])[CH:6]=[CH:5][N:4]=1)=[O:2].[NH2:14][CH2:15][CH2:16][CH2:17][CH2:18][OH:19]. (2) Given the product [ClH:28].[F:1][C:2]1[CH:7]=[CH:6][C:5]([S:8]([N:11]2[C:15]([C:16]3[CH:21]=[CH:20][CH:19]=[CH:18][C:17]=3[C:22]([F:25])([F:24])[F:23])=[CH:14][C:13]([CH2:26][NH:32][CH3:31])=[CH:12]2)(=[O:10])=[O:9])=[CH:4][CH:3]=1, predict the reactants needed to synthesize it. The reactants are: [F:1][C:2]1[CH:7]=[CH:6][C:5]([S:8]([N:11]2[C:15]([C:16]3[CH:21]=[CH:20][CH:19]=[CH:18][C:17]=3[C:22]([F:25])([F:24])[F:23])=[CH:14][C:13]([CH:26]=O)=[CH:12]2)(=[O:10])=[O:9])=[CH:4][CH:3]=1.[Cl-:28].C[NH3+].[C:31]([BH3-])#[N:32].[Na+]. (3) Given the product [CH3:49][C:50]1[N:51]([NH:60][C:15]([C:11]2[C:12]([CH3:14])=[N:13][C:8]([C:4]3[CH:5]=[CH:6][CH:7]=[C:2]([F:1])[CH:3]=3)=[N:9][CH:10]=2)=[O:17])[C:52]2[C:57]([C:58]=1[CH3:59])=[CH:56][CH:55]=[CH:54][CH:53]=2, predict the reactants needed to synthesize it. The reactants are: [F:1][C:2]1[CH:3]=[C:4]([C:8]2[N:13]=[C:12]([CH3:14])[C:11]([C:15]([OH:17])=O)=[CH:10][N:9]=2)[CH:5]=[CH:6][CH:7]=1.CN(C(SC1[N+]([O-])=CC=CC=1)=[N+](C)C)C.F[P-](F)(F)(F)(F)F.CCN(C(C)C)C(C)C.[CH3:49][C:50]1[N:51]([NH2:60])[C:52]2[C:57]([C:58]=1[CH3:59])=[CH:56][CH:55]=[CH:54][CH:53]=2.